From a dataset of Peptide-MHC class I binding affinity with 185,985 pairs from IEDB/IMGT. Regression. Given a peptide amino acid sequence and an MHC pseudo amino acid sequence, predict their binding affinity value. This is MHC class I binding data. The peptide sequence is AVRFTGVGI. The MHC is HLA-B07:02 with pseudo-sequence HLA-B07:02. The binding affinity (normalized) is 0.514.